Dataset: Forward reaction prediction with 1.9M reactions from USPTO patents (1976-2016). Task: Predict the product of the given reaction. (1) Given the reactants [CH3:1][C:2]1[N:3]([CH:15]([CH:17]2[CH2:22][CH2:21][O:20][CH2:19][CH2:18]2)[CH3:16])[C:4]2[C:9]([C:10]=1[C:11]([O:13]C)=[O:12])=[CH:8][CH:7]=[CH:6][CH:5]=2.C(O)C.[OH-].[Na+], predict the reaction product. The product is: [CH3:1][C:2]1[N:3]([CH:15]([CH:17]2[CH2:18][CH2:19][O:20][CH2:21][CH2:22]2)[CH3:16])[C:4]2[C:9]([C:10]=1[C:11]([OH:13])=[O:12])=[CH:8][CH:7]=[CH:6][CH:5]=2. (2) Given the reactants [C:1]([O:5][C:6]([NH:8][C:9]1[N:14]=[CH:13][C:12]([CH2:15][C:16](OCC)=[O:17])=[CH:11][CH:10]=1)=[O:7])([CH3:4])([CH3:3])[CH3:2].[Li+].[BH4-].CO, predict the reaction product. The product is: [OH:17][CH2:16][CH2:15][C:12]1[CH:11]=[CH:10][C:9]([NH:8][C:6](=[O:7])[O:5][C:1]([CH3:3])([CH3:2])[CH3:4])=[N:14][CH:13]=1. (3) The product is: [Cl:26][C:27]1[CH:32]=[CH:31][C:30]([S:33]([NH:1][C:2]2[CH:7]=[CH:6][CH:5]=[CH:4][C:3]=2[NH:8][C:9]([NH:11][C:12]2[CH:17]=[CH:16][C:15]([Cl:18])=[CH:14][CH:13]=2)=[O:10])(=[O:35])=[O:34])=[CH:29][CH:28]=1. Given the reactants [NH2:1][C:2]1[CH:7]=[CH:6][CH:5]=[CH:4][C:3]=1[NH:8][C:9]([NH:11][C:12]1[CH:17]=[CH:16][C:15]([Cl:18])=[CH:14][CH:13]=1)=[O:10].C(N(CC)CC)C.[Cl:26][C:27]1[CH:32]=[CH:31][C:30]([S:33](Cl)(=[O:35])=[O:34])=[CH:29][CH:28]=1, predict the reaction product. (4) Given the reactants [NH2:1][CH:2]([CH3:15])[CH2:3][N:4]1[C:12]2[N:11]=[CH:10][NH:9][C:8]=2[C:7](=[O:13])[NH:6][C:5]1=[S:14].[Br:16][C:17]1[CH:18]=[CH:19][C:20]2[N:21]([C:23]([CH:27]=O)=[C:24]([CH3:26])[N:25]=2)[CH:22]=1, predict the reaction product. The product is: [Br:16][C:17]1[CH:18]=[CH:19][C:20]2[N:21]([C:23]([CH2:27][NH:1][CH:2]([CH3:15])[CH2:3][N:4]3[C:12]4[N:11]=[CH:10][NH:9][C:8]=4[C:7](=[O:13])[NH:6][C:5]3=[S:14])=[C:24]([CH3:26])[N:25]=2)[CH:22]=1.